This data is from NCI-60 drug combinations with 297,098 pairs across 59 cell lines. The task is: Regression. Given two drug SMILES strings and cell line genomic features, predict the synergy score measuring deviation from expected non-interaction effect. (1) Drug 1: C1=CC=C(C=C1)NC(=O)CCCCCCC(=O)NO. Drug 2: CC1=C(C(=O)C2=C(C1=O)N3CC4C(C3(C2COC(=O)N)OC)N4)N. Cell line: LOX IMVI. Synergy scores: CSS=58.0, Synergy_ZIP=3.24, Synergy_Bliss=1.83, Synergy_Loewe=-0.788, Synergy_HSA=8.11. (2) Drug 1: CC1=CC2C(CCC3(C2CCC3(C(=O)C)OC(=O)C)C)C4(C1=CC(=O)CC4)C. Drug 2: C1=CC(=CC=C1CCCC(=O)O)N(CCCl)CCCl. Cell line: PC-3. Synergy scores: CSS=8.17, Synergy_ZIP=-4.47, Synergy_Bliss=-7.16, Synergy_Loewe=-13.7, Synergy_HSA=-9.99. (3) Drug 1: CS(=O)(=O)C1=CC(=C(C=C1)C(=O)NC2=CC(=C(C=C2)Cl)C3=CC=CC=N3)Cl. Drug 2: CN(C)N=NC1=C(NC=N1)C(=O)N. Cell line: SR. Synergy scores: CSS=10.3, Synergy_ZIP=-7.49, Synergy_Bliss=-7.61, Synergy_Loewe=-14.4, Synergy_HSA=-6.29. (4) Drug 1: CS(=O)(=O)C1=CC(=C(C=C1)C(=O)NC2=CC(=C(C=C2)Cl)C3=CC=CC=N3)Cl. Drug 2: C1=NC2=C(N1)C(=S)N=CN2. Cell line: T-47D. Synergy scores: CSS=0.853, Synergy_ZIP=-3.43, Synergy_Bliss=-3.48, Synergy_Loewe=-6.81, Synergy_HSA=-4.16. (5) Drug 1: CC1C(C(CC(O1)OC2CC(OC(C2O)C)OC3=CC4=CC5=C(C(=O)C(C(C5)C(C(=O)C(C(C)O)O)OC)OC6CC(C(C(O6)C)O)OC7CC(C(C(O7)C)O)OC8CC(C(C(O8)C)O)(C)O)C(=C4C(=C3C)O)O)O)O. Drug 2: COCCOC1=C(C=C2C(=C1)C(=NC=N2)NC3=CC=CC(=C3)C#C)OCCOC.Cl. Cell line: HCC-2998. Synergy scores: CSS=69.8, Synergy_ZIP=-1.78, Synergy_Bliss=-3.04, Synergy_Loewe=-23.5, Synergy_HSA=-0.946. (6) Drug 1: CN1CCC(CC1)COC2=C(C=C3C(=C2)N=CN=C3NC4=C(C=C(C=C4)Br)F)OC. Drug 2: CCN(CC)CCCC(C)NC1=C2C=C(C=CC2=NC3=C1C=CC(=C3)Cl)OC. Cell line: PC-3. Synergy scores: CSS=26.8, Synergy_ZIP=9.70, Synergy_Bliss=10.5, Synergy_Loewe=9.87, Synergy_HSA=12.7.